Dataset: Full USPTO retrosynthesis dataset with 1.9M reactions from patents (1976-2016). Task: Predict the reactants needed to synthesize the given product. The reactants are: [Br:1][C:2]1[CH:7]=[C:6]([C:8]([F:20])([C:16]([F:19])([F:18])[F:17])[C:9]([F:15])([F:14])[C:10]([F:13])([F:12])[F:11])[CH:5]=[C:4]([Cl:21])[C:3]=1[NH:22][C:23](=[O:35])[C:24]1[CH:29]=[CH:28][C:27]([C:30]#[N:31])=[C:26]([N+:32]([O-])=O)[CH:25]=1.[OH-].[Na+].S(S([O-])=O)([O-])=O.[Na+].[Na+]. Given the product [NH2:32][C:26]1[CH:25]=[C:24]([CH:29]=[CH:28][C:27]=1[C:30]#[N:31])[C:23]([NH:22][C:3]1[C:4]([Cl:21])=[CH:5][C:6]([C:8]([F:20])([C:16]([F:17])([F:18])[F:19])[C:9]([F:14])([F:15])[C:10]([F:11])([F:12])[F:13])=[CH:7][C:2]=1[Br:1])=[O:35], predict the reactants needed to synthesize it.